Dataset: NCI-60 drug combinations with 297,098 pairs across 59 cell lines. Task: Regression. Given two drug SMILES strings and cell line genomic features, predict the synergy score measuring deviation from expected non-interaction effect. (1) Drug 1: CC1C(C(=O)NC(C(=O)N2CCCC2C(=O)N(CC(=O)N(C(C(=O)O1)C(C)C)C)C)C(C)C)NC(=O)C3=C4C(=C(C=C3)C)OC5=C(C(=O)C(=C(C5=N4)C(=O)NC6C(OC(=O)C(N(C(=O)CN(C(=O)C7CCCN7C(=O)C(NC6=O)C(C)C)C)C)C(C)C)C)N)C. Drug 2: CN(CCCl)CCCl.Cl. Cell line: MDA-MB-435. Synergy scores: CSS=18.8, Synergy_ZIP=-11.0, Synergy_Bliss=-19.3, Synergy_Loewe=-74.2, Synergy_HSA=-21.6. (2) Drug 1: C(=O)(N)NO. Drug 2: CC1C(C(CC(O1)OC2CC(CC3=C2C(=C4C(=C3O)C(=O)C5=C(C4=O)C(=CC=C5)OC)O)(C(=O)CO)O)N)O.Cl. Cell line: MDA-MB-231. Synergy scores: CSS=23.7, Synergy_ZIP=-4.00, Synergy_Bliss=-0.791, Synergy_Loewe=-11.3, Synergy_HSA=0.0768.